This data is from Reaction yield outcomes from USPTO patents with 853,638 reactions. The task is: Predict the reaction yield, written as a fraction of the theoretical maximum amount of product (1.0 means a 100% yield; for example, 0.34 means a 34% yield). The reactants are [NH2:1][C:2]1[O:6][N:5]=[C:4]([C:7]2[CH:12]=[CH:11][CH:10]=[C:9]([F:13])[CH:8]=2)[C:3]=1[C:14]([OH:16])=O.Cl.C(N=C=NCCCN(C)C)C.[CH3:29][O:30][C:31]1[CH:36]=[CH:35][CH:34]=[CH:33][C:32]=1[N:37]1[CH2:42][CH2:41][NH:40][CH2:39][CH2:38]1. The catalyst is ClCCl. The product is [NH2:1][C:2]1[O:6][N:5]=[C:4]([C:7]2[CH:12]=[CH:11][CH:10]=[C:9]([F:13])[CH:8]=2)[C:3]=1[C:14]([N:40]1[CH2:39][CH2:38][N:37]([C:32]2[CH:33]=[CH:34][CH:35]=[CH:36][C:31]=2[O:30][CH3:29])[CH2:42][CH2:41]1)=[O:16]. The yield is 0.660.